This data is from Forward reaction prediction with 1.9M reactions from USPTO patents (1976-2016). The task is: Predict the product of the given reaction. (1) Given the reactants [NH2:1][C:2]1[C:3]2[C:10]([C:11]3[CH:16]=[CH:15][C:14]([O:17][C:18]4[CH:23]=[CH:22][CH:21]=[CH:20][CH:19]=4)=[CH:13][CH:12]=3)=[CH:9][N:8](C(C)(C)C)[C:4]=2[N:5]=[CH:6][N:7]=1.[BrH:28], predict the reaction product. The product is: [BrH:28].[NH2:1][C:2]1[C:3]2[C:10]([C:11]3[CH:12]=[CH:13][C:14]([O:17][C:18]4[CH:23]=[CH:22][CH:21]=[CH:20][CH:19]=4)=[CH:15][CH:16]=3)=[CH:9][NH:8][C:4]=2[N:5]=[CH:6][N:7]=1. (2) Given the reactants C1(O)C=CC=CC=1.COC(=O)C[O:12][C:13]1[CH:18]=[CH:17][C:16]([S:19][C:20]#[N:21])=[CH:15][CH:14]=1, predict the reaction product. The product is: [S:19]([C:16]1[CH:17]=[CH:18][C:13]([OH:12])=[CH:14][CH:15]=1)[C:20]#[N:21]. (3) Given the reactants [C:1]([O:5][C:6]([N:8]1[C@@H:15]2[C@@H:10]([CH2:11][CH2:12][N:13](C(=O)C(F)(F)F)[CH2:14]2)[CH2:9]1)=[O:7])([CH3:4])([CH3:3])[CH3:2].C([O-])([O-])=O.[K+].[K+], predict the reaction product. The product is: [C:1]([O:5][C:6]([N:8]1[C@@H:15]2[C@@H:10]([CH2:11][CH2:12][NH:13][CH2:14]2)[CH2:9]1)=[O:7])([CH3:4])([CH3:2])[CH3:3]. (4) Given the reactants [N+:1]([C:4]1[CH:5]=[C:6]([C:10]2[CH:11]=[C:12]3[N:17]([CH:18]=2)[CH:16]=[C:15]([C:19]([NH2:21])=[O:20])[CH:14]=[CH:13]3)[CH:7]=[CH:8][CH:9]=1)([O-:3])=[O:2].[H-].[Na+].[CH3:24]I, predict the reaction product. The product is: [CH3:24][NH:21][C:19]([C:15]1[CH:14]=[CH:13][C:12]2[N:17]([CH:18]=[C:10]([C:6]3[CH:7]=[CH:8][CH:9]=[C:4]([N+:1]([O-:3])=[O:2])[CH:5]=3)[CH:11]=2)[CH:16]=1)=[O:20]. (5) Given the reactants [CH2:1]([C:3]1[C:8](=[O:9])[NH:7][C:6]([CH3:10])=[C:5]([C:11]2[S:15][C:14]([S:16](Cl)(=[O:18])=[O:17])=[CH:13][CH:12]=2)[CH:4]=1)[CH3:2].[F:20][C:21]1[CH:26]=[CH:25][C:24]([N:27]2[CH2:32][CH2:31][NH:30][CH2:29][CH2:28]2)=[CH:23][CH:22]=1, predict the reaction product. The product is: [CH2:1]([C:3]1[C:8](=[O:9])[NH:7][C:6]([CH3:10])=[C:5]([C:11]2[S:15][C:14]([S:16]([N:30]3[CH2:29][CH2:28][N:27]([C:24]4[CH:23]=[CH:22][C:21]([F:20])=[CH:26][CH:25]=4)[CH2:32][CH2:31]3)(=[O:18])=[O:17])=[CH:13][CH:12]=2)[CH:4]=1)[CH3:2]. (6) Given the reactants [CH3:1][O-:2].[Na+].[OH:4][C:5]1[CH:10]=[CH:9][C:8]([C:11]2[CH:19]=[CH:18][C:14]([C:15]([OH:17])=O)=[CH:13][CH:12]=2)=[CH:7][CH:6]=1, predict the reaction product. The product is: [CH2:1]([O:2][C:15](=[O:17])[C:14]1[CH:13]=[CH:12][C:11]([C:8]2[CH:7]=[CH:6][C:5]([OH:4])=[CH:10][CH:9]=2)=[CH:19][CH:18]=1)[C:5]1[CH:10]=[CH:9][CH:8]=[CH:7][CH:6]=1. (7) Given the reactants N1C=CC=CC=1.C(O[C:11](=[O:13])[CH3:12])(=O)C.[Br:14][C:15]1[CH:20]=[CH:19][C:18]([NH2:21])=[CH:17][CH:16]=1, predict the reaction product. The product is: [Br:14][C:15]1[CH:20]=[CH:19][C:18]([NH:21][C:11](=[O:13])[CH3:12])=[CH:17][CH:16]=1.